Dataset: Full USPTO retrosynthesis dataset with 1.9M reactions from patents (1976-2016). Task: Predict the reactants needed to synthesize the given product. (1) Given the product [Na+:41].[C:1]([C:3]1[CH:4]=[CH:5][C:6]([C:9]2[N:13]3[N:14]=[CH:15][CH:16]=[C:17]([N:18]4[CH2:19][CH2:20][O:21][CH2:22][CH2:23]4)[C:12]3=[N:11][C:10]=2/[CH:24]=[CH:25]/[C:26]2[CH:35]=[CH:34][C:33]3[C:32]([C:36]([O-:38])=[O:37])=[CH:31][CH:30]=[CH:29][C:28]=3[N:27]=2)=[CH:7][CH:8]=1)#[N:2], predict the reactants needed to synthesize it. The reactants are: [C:1]([C:3]1[CH:8]=[CH:7][C:6]([C:9]2[N:13]3[N:14]=[CH:15][CH:16]=[C:17]([N:18]4[CH2:23][CH2:22][O:21][CH2:20][CH2:19]4)[C:12]3=[N:11][C:10]=2/[CH:24]=[CH:25]/[C:26]2[CH:35]=[CH:34][C:33]3[C:32]([C:36]([OH:38])=[O:37])=[CH:31][CH:30]=[CH:29][C:28]=3[N:27]=2)=[CH:5][CH:4]=1)#[N:2].C[O-].[Na+:41]. (2) Given the product [NH:24]1[C:23]2[CH:33]=[CH:34][S:35][C:22]=2[C:21]([C:9]2[NH:8][C:16]3[C:11]([CH:10]=2)=[CH:12][C:13]([C:17]([OH:20])([CH2:40][CH3:41])[CH3:18])=[CH:14][CH:15]=3)=[N:25]1, predict the reactants needed to synthesize it. The reactants are: C(OC([N:8]1[C:16]2[C:11](=[CH:12][C:13]([C:17](=[O:20])[CH2:18]C)=[CH:14][CH:15]=2)[CH:10]=[C:9]1[C:21]1[C:22]2[S:35][CH:34]=[CH:33][C:23]=2[N:24](C(OC(C)(C)C)=O)[N:25]=1)=O)(C)(C)C.C[Mg]Br.O1CC[CH2:41][CH2:40]1. (3) Given the product [CH:17]1([C:20]2[C:21]([C:22]([O:24][CH3:25])=[O:23])=[C:4]([C:6]3[CH:11]=[CH:10][C:9]([F:12])=[CH:8][CH:7]=3)[C:3]3[C:2](=[CH:16][CH:15]=[CH:14][CH:13]=3)[N:1]=2)[CH2:19][CH2:18]1, predict the reactants needed to synthesize it. The reactants are: [NH2:1][C:2]1[CH:16]=[CH:15][CH:14]=[CH:13][C:3]=1[C:4]([C:6]1[CH:11]=[CH:10][C:9]([F:12])=[CH:8][CH:7]=1)=O.[CH:17]1([C:20](=O)[CH2:21][C:22]([O:24][CH3:25])=[O:23])[CH2:19][CH2:18]1.S(=O)(=O)(O)O.[OH-].[Na+]. (4) Given the product [Br:1][C:2]1[CH:10]=[C:9]2[C:5]([CH2:6][C:7]3([CH2:22][CH2:21][CH2:20][C:15]4[CH:16]=[CH:17][CH:18]=[CH:19][C:14]=4[CH2:13]3)[C:8]2=[O:11])=[CH:4][CH:3]=1, predict the reactants needed to synthesize it. The reactants are: [Br:1][C:2]1[CH:10]=[C:9]2[C:5]([CH2:6][CH2:7][C:8]2=[O:11])=[CH:4][CH:3]=1.Br[CH2:13][C:14]1[CH:19]=[CH:18][CH:17]=[CH:16][C:15]=1[CH2:20][CH2:21][CH2:22]Br.[H-].[Na+]. (5) Given the product [Cl:34][C:8]1[C:7]([C:1]2[CH:6]=[CH:5][CH:4]=[CH:3][CH:2]=2)=[CH:16][C:15]2[C:14]3=[N:17][N:18]=[C:19]([C:20]4[N:25]=[CH:24][CH:23]=[CH:22][N:21]=4)[N:13]3[CH:12]=[CH:11][C:10]=2[N:9]=1, predict the reactants needed to synthesize it. The reactants are: [C:1]1([C:7]2[C:8](=O)[NH:9][C:10]3[CH:11]=[CH:12][N:13]4[C:19]([C:20]5[N:25]=[CH:24][CH:23]=[CH:22][N:21]=5)=[N:18][N:17]=[C:14]4[C:15]=3[CH:16]=2)[CH:6]=[CH:5][CH:4]=[CH:3][CH:2]=1.CN(C=O)C.O=P(Cl)(Cl)[Cl:34]. (6) Given the product [C:1]([C:5]1[N:10]=[CH:9][C:8]([C:11]2[N:12]([C:32]([N:34]3[CH2:39][CH2:38][CH:37]([CH2:40][C:41]([NH:57][C:54]4[CH:55]=[CH:56][C:51]([CH:47]([CH2:49][CH3:50])[CH3:48])=[CH:52][CH:53]=4)=[O:43])[CH2:36][CH2:35]3)=[O:33])[C@@:13]([C:25]3[CH:26]=[CH:27][C:28]([Cl:31])=[CH:29][CH:30]=3)([CH3:24])[C@@:14]([C:17]3[CH:18]=[CH:19][C:20]([Cl:23])=[CH:21][CH:22]=3)([CH3:16])[N:15]=2)=[C:7]([O:44][CH2:45][CH3:46])[CH:6]=1)([CH3:4])([CH3:3])[CH3:2], predict the reactants needed to synthesize it. The reactants are: [C:1]([C:5]1[N:10]=[CH:9][C:8]([C:11]2[N:12]([C:32]([N:34]3[CH2:39][CH2:38][CH:37]([CH2:40][C:41]([OH:43])=O)[CH2:36][CH2:35]3)=[O:33])[C@@:13]([C:25]3[CH:30]=[CH:29][C:28]([Cl:31])=[CH:27][CH:26]=3)([CH3:24])[C@@:14]([C:17]3[CH:22]=[CH:21][C:20]([Cl:23])=[CH:19][CH:18]=3)([CH3:16])[N:15]=2)=[C:7]([O:44][CH2:45][CH3:46])[CH:6]=1)([CH3:4])([CH3:3])[CH3:2].[CH:47]([C:51]1[CH:56]=[CH:55][C:54]([NH2:57])=[CH:53][CH:52]=1)([CH2:49][CH3:50])[CH3:48]. (7) Given the product [CH3:49][C:43]1[CH:44]=[C:45]([CH3:48])[CH:46]=[CH:47][C:42]=1[CH:35]([C:36]1[CH:41]=[CH:40][CH:39]=[CH:38][CH:37]=1)[NH:34][C:32](=[O:33])[CH3:31], predict the reactants needed to synthesize it. The reactants are: COC(C)(C)CO.C(O)(C(F)(F)F)=O.CC1C(C(O)C2OC3C=CC([CH2:31][C:32]([NH:34][CH:35]([C:42]4[CH:47]=[CH:46][C:45]([CH3:48])=[CH:44][C:43]=4[CH3:49])[C:36]4[CH:41]=[CH:40][CH:39]=[CH:38][CH:37]=4)=[O:33])=CC=3C=2)=C(C)ON=1.